Dataset: Full USPTO retrosynthesis dataset with 1.9M reactions from patents (1976-2016). Task: Predict the reactants needed to synthesize the given product. (1) The reactants are: [CH:1](O)=[O:2].C(N1C=CN=C1)(N1C=CN=C1)=O.[N+:16]([CH2:18][C:19]([O:21][CH2:22][CH3:23])=[O:20])#[C-:17]. Given the product [O:2]1[CH:1]=[C:18]([C:19]([O:21][CH2:22][CH3:23])=[O:20])[N:16]=[CH:17]1, predict the reactants needed to synthesize it. (2) Given the product [ClH:1].[Cl:1][C:2]1[CH:7]=[C:6]([O:8][CH3:9])[C:5]([CH3:10])=[CH:4][C:3]=1[C@H:11]([NH2:13])[CH3:12], predict the reactants needed to synthesize it. The reactants are: [Cl:1][C:2]1[CH:7]=[C:6]([O:8][CH3:9])[C:5]([CH3:10])=[CH:4][C:3]=1[C@H:11]([NH:13][S@@](C(C)(C)C)=O)[CH3:12].Cl. (3) Given the product [CH2:29]([C:19]1[N:18]([CH2:17][C:14]2[CH:13]=[CH:12][C:11]([CH2:10][CH2:9][OH:8])=[CH:16][CH:15]=2)[C:22]2=[N:23][C:24]([CH3:28])=[CH:25][C:26]([CH3:27])=[C:21]2[N:20]=1)[CH3:30], predict the reactants needed to synthesize it. The reactants are: [H-].[H-].[H-].[H-].[Li+].[Al+3].C[O:8][C:9](=O)[CH2:10][C:11]1[CH:16]=[CH:15][C:14]([CH2:17][N:18]2[C:22]3=[N:23][C:24]([CH3:28])=[CH:25][C:26]([CH3:27])=[C:21]3[N:20]=[C:19]2[CH2:29][CH3:30])=[CH:13][CH:12]=1.[OH-].[Na+]. (4) Given the product [CH2:19]([O:12][C:7]1[CH:8]=[C:9]2[C:4](=[CH:5][CH:6]=1)[N:3]=[C:2]([Cl:1])[CH:11]=[CH:10]2)[C:20]1[CH:25]=[CH:24][CH:23]=[CH:22][CH:21]=1, predict the reactants needed to synthesize it. The reactants are: [Cl:1][C:2]1[CH:11]=[CH:10][C:9]2[C:4](=[CH:5][CH:6]=[C:7]([OH:12])[CH:8]=2)[N:3]=1.CC(C)([O-])C.[K+].[CH2:19](Br)[C:20]1[CH:25]=[CH:24][CH:23]=[CH:22][CH:21]=1. (5) Given the product [C:1]([O:5][C:6]([NH:8][C@@H:9]([CH2:13][C:14]1[CH:15]=[CH:16][CH:17]=[CH:18][CH:19]=1)[C:10]([O:12][C@@H:47]1[CH:48]2[CH2:51][CH2:52][N:45]([CH2:50][CH2:49]2)[CH2:46]1)=[O:11])=[O:7])([CH3:4])([CH3:2])[CH3:3], predict the reactants needed to synthesize it. The reactants are: [C:1]([O:5][C:6]([NH:8][C@@H:9]([CH2:13][C:14]1[CH:19]=[CH:18][CH:17]=[CH:16][CH:15]=1)[C:10]([OH:12])=[O:11])=[O:7])([CH3:4])([CH3:3])[CH3:2].C1CCC(N=C=NC2CCCCC2)CC1.C1C=CC2N(O)N=NC=2C=1.[N:45]12[CH2:52][CH2:51][CH:48]([CH2:49][CH2:50]1)[C@@H:47](O)[CH2:46]2. (6) The reactants are: Cl[C:2]1[CH:7]=[CH:6][C:5]([CH:8]([C:36]2[CH:41]=[CH:40][C:39]([Cl:42])=[CH:38][CH:37]=2)[C:9]2[CH:10]=[C:11]3[C:16](=[CH:17][CH:18]=2)[N:15]=[CH:14]N=[C:12]3[NH:19][CH:20]2[CH2:25][CH2:24][N:23]([CH2:26][C:27]3[CH:28]=[C:29]([CH:33]=[CH:34][CH:35]=3)[C:30]([OH:32])=O)[CH2:22][CH2:21]2)=[CH:4][CH:3]=1.[NH4+:43].[Cl-:44].C[N:46](C(ON1N=NC2C=CC=NC1=2)=[N+](C)C)C.F[P-](F)(F)(F)(F)F.CCN(C(C)C)C(C)C. Given the product [Cl:44][C:2]1[CH:7]=[CH:6][C:5]([CH:8]([C:36]2[CH:37]=[CH:38][C:39]([Cl:42])=[CH:40][CH:41]=2)[C:9]2[CH:10]=[C:11]3[C:16](=[CH:17][CH:18]=2)[N:15]=[CH:14][N:43]=[C:12]3[NH:19][CH:20]2[CH2:25][CH2:24][N:23]([CH2:26][C:27]3[CH:28]=[C:29]([CH:33]=[CH:34][CH:35]=3)[C:30]([NH2:46])=[O:32])[CH2:22][CH2:21]2)=[CH:4][CH:3]=1, predict the reactants needed to synthesize it.